This data is from Reaction yield outcomes from USPTO patents with 853,638 reactions. The task is: Predict the reaction yield, written as a fraction of the theoretical maximum amount of product (1.0 means a 100% yield; for example, 0.34 means a 34% yield). The reactants are [CH3:1][O:2][C:3]([C:5]1[NH:15][C:8]2=[N:9][CH:10]=[C:11]([C:13]#N)[CH:12]=[C:7]2[CH:6]=1)=[O:4].N1C=CC=CC=1.O.CC(O)=[O:25]. The catalyst is [Ni].O. The product is [CH3:1][O:2][C:3]([C:5]1[NH:15][C:8]2=[N:9][CH:10]=[C:11]([CH:13]=[O:25])[CH:12]=[C:7]2[CH:6]=1)=[O:4]. The yield is 0.670.